Dataset: Full USPTO retrosynthesis dataset with 1.9M reactions from patents (1976-2016). Task: Predict the reactants needed to synthesize the given product. Given the product [C:1]([O:9][C:10]1([CH2:43][C:44]2[C:52]3[C:47](=[CH:48][CH:49]=[CH:50][CH:51]=3)[NH:46][CH:45]=2)[C:18]2[C:13](=[CH:14][CH:15]=[C:16]([Cl:19])[CH:17]=2)[N:12]([CH2:20][CH2:21][CH3:22])[C:11]1=[O:23])(=[O:8])[C:2]1[CH:7]=[CH:6][CH:5]=[CH:4][CH:3]=1, predict the reactants needed to synthesize it. The reactants are: [C:1]([O:9][CH:10]1[C:18]2[C:13](=[CH:14][CH:15]=[C:16]([Cl:19])[CH:17]=2)[N:12]([CH2:20][CH2:21][CH3:22])[C:11]1=[O:23])(=[O:8])[C:2]1[CH:7]=[CH:6][CH:5]=[CH:4][CH:3]=1.C[Si]([N-][Si](C)(C)C)(C)C.[K+].C(O[CH2:43][C:44]1[C:52]2[C:47](=[CH:48][CH:49]=[CH:50][CH:51]=2)[N:46](C(=O)C2C=CC=CC=2)[CH:45]=1)(=O)C1C=CC=CC=1.Cl.